Dataset: Reaction yield outcomes from USPTO patents with 853,638 reactions. Task: Predict the reaction yield, written as a fraction of the theoretical maximum amount of product (1.0 means a 100% yield; for example, 0.34 means a 34% yield). (1) The reactants are [OH:1][C@H:2]1[CH2:6][N:5]([C:7]([C@@H:9]2[CH2:14][O:13][CH2:12][CH2:11][N:10]2C(OC(C)(C)C)=O)=[O:8])[C@H:4]([C:22](=[O:37])[NH:23][CH2:24][C:25]2[CH:30]=[CH:29][C:28]([C:31]3[S:35][CH:34]=[N:33][C:32]=3[CH3:36])=[CH:27][CH:26]=2)[CH2:3]1.C(O)(C(F)(F)F)=O. The catalyst is ClCCl. The product is [OH:1][C@H:2]1[CH2:6][N:5]([C:7]([C@@H:9]2[CH2:14][O:13][CH2:12][CH2:11][NH:10]2)=[O:8])[C@H:4]([C:22]([NH:23][CH2:24][C:25]2[CH:26]=[CH:27][C:28]([C:31]3[S:35][CH:34]=[N:33][C:32]=3[CH3:36])=[CH:29][CH:30]=2)=[O:37])[CH2:3]1. The yield is 0.940. (2) The reactants are [CH2:1]([N:8]1[C:13](=[O:14])[CH2:12][NH:11][C:10]2[N:15]=[CH:16][C:17]([C:19]3[CH:20]=[C:21]([CH:25]=[CH:26][CH:27]=3)[C:22](O)=[O:23])=[CH:18][C:9]1=2)[C:2]1[CH:7]=[CH:6][CH:5]=[CH:4][CH:3]=1.[NH:28]1[CH2:32][CH2:31][CH2:30][CH2:29]1. No catalyst specified. The product is [CH2:1]([N:8]1[C:13](=[O:14])[CH2:12][NH:11][C:10]2[N:15]=[CH:16][C:17]([C:19]3[CH:27]=[CH:26][CH:25]=[C:21]([C:22]([N:28]4[CH2:32][CH2:31][CH2:30][CH2:29]4)=[O:23])[CH:20]=3)=[CH:18][C:9]1=2)[C:2]1[CH:7]=[CH:6][CH:5]=[CH:4][CH:3]=1. The yield is 0.470.